Dataset: Full USPTO retrosynthesis dataset with 1.9M reactions from patents (1976-2016). Task: Predict the reactants needed to synthesize the given product. Given the product [F:31][C:30]1[C:29]([C:32]2[CH:37]=[CH:36][CH:35]=[CH:34][CH:33]=2)=[C:28]([CH3:38])[C:27]([C:39]#[N:40])=[C:25]2[C:24]=1[O:23][C:22]([N:11]([CH3:10])[C:12]1[CH:17]=[CH:16][CH:15]=[CH:14][N:13]=1)=[N:26]2, predict the reactants needed to synthesize it. The reactants are: C(N(C(C)C)CC)(C)C.[CH3:10][NH:11][C:12]1[CH:17]=[CH:16][CH:15]=[CH:14][N:13]=1.ClCCl.Cl[C:22]1[O:23][C:24]2[C:25](=[C:27]([C:39]#[N:40])[C:28]([CH3:38])=[C:29]([C:32]3[CH:37]=[CH:36][CH:35]=[CH:34][CH:33]=3)[C:30]=2[F:31])[N:26]=1.